From a dataset of Catalyst prediction with 721,799 reactions and 888 catalyst types from USPTO. Predict which catalyst facilitates the given reaction. (1) Reactant: [Cl:1][CH2:2][CH2:3][O:4][CH2:5][CH2:6][O:7][CH2:8][CH2:9][OH:10].C(N(CC)CC)C.[S:18](Cl)([C:21]1[CH:27]=[CH:26][C:24]([CH3:25])=[CH:23][CH:22]=1)(=[O:20])=[O:19]. Product: [CH3:25][C:24]1[CH:26]=[CH:27][C:21]([S:18]([O:10][CH2:9][CH2:8][O:7][CH2:6][CH2:5][O:4][CH2:3][CH2:2][Cl:1])(=[O:20])=[O:19])=[CH:22][CH:23]=1. The catalyst class is: 2. (2) Reactant: [F:1][C:2]1[C:7]([F:8])=[CH:6][CH:5]=[CH:4][C:3]=1[N:9]1[C:13]([C:14]2[C:15]([NH2:27])=[N:16][CH:17]=[C:18]([C:20]3=[CH:21][CH2:22][NH:23][CH2:24][CH2:25][CH2:26]3)[CH:19]=2)=[N:12][N:11]=[N:10]1.C(Cl)CCl.[F:32][C:33]([F:38])([F:37])[C:34](O)=[O:35].CCN(C(C)C)C(C)C. Product: [NH2:27][C:15]1[N:16]=[CH:17][C:18]([C:20]2[CH2:26][CH2:25][CH2:24][N:23]([C:34](=[O:35])[C:33]([F:38])([F:37])[F:32])[CH2:22][CH:21]=2)=[CH:19][C:14]=1[C:13]1[N:9]([C:3]2[CH:4]=[CH:5][CH:6]=[C:7]([F:8])[C:2]=2[F:1])[N:10]=[N:11][N:12]=1. The catalyst class is: 2. (3) Reactant: Cl[C:2]([O:4][CH2:5][C:6]1[CH:11]=[CH:10][CH:9]=[CH:8][CH:7]=1)=[O:3].[Br:12][C:13]1[CH:24]=[CH:23][C:16]([CH2:17][CH:18]([C:20]([OH:22])=[O:21])[NH2:19])=[CH:15][CH:14]=1. Product: [CH2:5]([O:4][C:2]([NH:19][CH:18]([CH2:17][C:16]1[CH:15]=[CH:14][C:13]([Br:12])=[CH:24][CH:23]=1)[C:20]([OH:22])=[O:21])=[O:3])[C:6]1[CH:11]=[CH:10][CH:9]=[CH:8][CH:7]=1. The catalyst class is: 13. (4) Reactant: [C:1](Cl)(=O)[C:2]([Cl:4])=[O:3].[NH:7]1[CH:11]=C(C(O)=O)[N:9]=[CH:8]1. Product: [ClH:4].[NH:7]1[CH:11]=[C:1]([C:2]([Cl:4])=[O:3])[N:9]=[CH:8]1. The catalyst class is: 9. (5) Reactant: C(=O)([O-])[O-].[Na+].[Na+].[Cl:7][C:8]1[CH:17]=[C:16]([Cl:18])[CH:15]=[C:14]2[C:9]=1[C:10]([OH:22])=[CH:11][C:12]([C:19]([OH:21])=[O:20])=[CH:13]2.[CH3:23][O:24][C:25]1[CH:32]=[CH:31][C:28]([CH2:29]Cl)=[CH:27][CH:26]=1.O. Product: [CH3:23][O:24][C:25]1[CH:32]=[CH:31][C:28]([CH2:29][O:20][C:19]([C:12]2[CH:11]=[C:10]([OH:22])[C:9]3[C:14](=[CH:15][C:16]([Cl:18])=[CH:17][C:8]=3[Cl:7])[CH:13]=2)=[O:21])=[CH:27][CH:26]=1. The catalyst class is: 60. (6) Reactant: [OH-].[Na+].[F:3][C:4]1[CH:5]=[C:6]([OH:10])[CH:7]=[CH:8][CH:9]=1.Br[CH:12]([CH3:18])[CH2:13][CH2:14][CH2:15][CH2:16][OH:17]. Product: [F:3][C:4]1[CH:5]=[C:6]([CH:7]=[CH:8][CH:9]=1)[O:10][CH2:18][CH2:12][CH2:13][CH2:14][CH2:15][CH2:16][OH:17]. The catalyst class is: 581. (7) Reactant: [CH:1]1([C:4]2[O:5][CH:6]=[C:7]([C:9]([OH:11])=O)[N:8]=2)[CH2:3][CH2:2]1.C(N(CC)C(C)C)(C)C.[NH2:21][C:22]1[C:23]([N:41]2[CH2:46][CH2:45][N:44]([C:47]3[CH:52]=[CH:51][CH:50]=[CH:49][C:48]=3[CH3:53])[CH2:43][CH2:42]2)=[CH:24][C:25]([Cl:40])=[C:26]([CH:39]=1)[C:27]([NH:29][CH2:30][CH2:31][CH2:32][N:33]1[CH2:37][CH2:36][CH2:35][C:34]1=[O:38])=[O:28].[Cl-].[Li+]. Product: [Cl:40][C:25]1[C:26]([C:27](=[O:28])[NH:29][CH2:30][CH2:31][CH2:32][N:33]2[CH2:37][CH2:36][CH2:35][C:34]2=[O:38])=[CH:39][C:22]([NH:21][C:9]([C:7]2[N:8]=[C:4]([CH:1]3[CH2:2][CH2:3]3)[O:5][CH:6]=2)=[O:11])=[C:23]([N:41]2[CH2:42][CH2:43][N:44]([C:47]3[CH:52]=[CH:51][CH:50]=[CH:49][C:48]=3[CH3:53])[CH2:45][CH2:46]2)[CH:24]=1. The catalyst class is: 3.